From a dataset of Forward reaction prediction with 1.9M reactions from USPTO patents (1976-2016). Predict the product of the given reaction. (1) Given the reactants [F:1][C:2]([F:38])([F:37])[C:3]1[CH:32]=[C:31]([C:33]([F:36])([F:35])[F:34])[CH:30]=[CH:29][C:4]=1[CH2:5][N:6]1[CH2:11][CH2:10][CH:9](/[CH:12]=[C:13]2/[C:14]([NH:19][CH2:20][C:21]#[C:22][CH2:23][N:24]([CH2:27][CH3:28])[CH2:25][CH3:26])=[N:15][C:16](=[O:18])[S:17]/2)[CH2:8][CH2:7]1.O.[S:40]([C:44]1[CH:50]=[CH:49][C:47]([CH3:48])=[CH:46][CH:45]=1)([OH:43])(=[O:42])=[O:41], predict the reaction product. The product is: [S:40]([C:44]1[CH:50]=[CH:49][C:47]([CH3:48])=[CH:46][CH:45]=1)([OH:43])(=[O:42])=[O:41].[F:38][C:2]([F:1])([F:37])[C:3]1[CH:32]=[C:31]([C:33]([F:35])([F:36])[F:34])[CH:30]=[CH:29][C:4]=1[CH2:5][N:6]1[CH2:11][CH2:10][CH:9](/[CH:12]=[C:13]2/[C:14]([NH:19][CH2:20][C:21]#[C:22][CH2:23][N:24]([CH2:27][CH3:28])[CH2:25][CH3:26])=[N:15][C:16](=[O:18])[S:17]/2)[CH2:8][CH2:7]1. (2) Given the reactants [CH3:1][O:2][C:3](=[O:25])[C:4]1[CH:9]=[CH:8][C:7]([Sn](CCCC)(CCCC)CCCC)=[C:6]([O:23][CH3:24])[CH:5]=1.[CH2:26]([O:33][C:34]1[C:41]([O:42][CH3:43])=[CH:40][C:37]([CH:38]=[O:39])=[C:36](Br)[CH:35]=1)[C:27]1[CH:32]=[CH:31][CH:30]=[CH:29][CH:28]=1, predict the reaction product. The product is: [CH3:1][O:2][C:3]([C:4]1[CH:9]=[CH:8][C:7]([C:36]2[CH:35]=[C:34]([O:33][CH2:26][C:27]3[CH:32]=[CH:31][CH:30]=[CH:29][CH:28]=3)[C:41]([O:42][CH3:43])=[CH:40][C:37]=2[CH:38]=[O:39])=[C:6]([O:23][CH3:24])[CH:5]=1)=[O:25]. (3) Given the reactants [CH2:1]([O:3][C:4](=[O:17])[C:5]1[CH:10]=[C:9](Cl)[C:8]([N:12]([CH2:15][CH3:16])[CH2:13][CH3:14])=[N:7][CH:6]=1)[CH3:2].[CH2:18]([Zn]CC)[CH3:19], predict the reaction product. The product is: [CH2:1]([O:3][C:4](=[O:17])[C:5]1[CH:10]=[C:9]([CH2:18][CH3:19])[C:8]([N:12]([CH2:15][CH3:16])[CH2:13][CH3:14])=[N:7][CH:6]=1)[CH3:2]. (4) Given the reactants [CH3:1][O:2][C:3]1[CH:8]=[CH:7][CH:6]=[CH:5][C:4]=1[CH:9]1[CH2:14][CH2:13][CH2:12][CH2:11][CH:10]1[CH2:15][C:16]#N.[H-].C([Al+]CC(C)C)C(C)C.CC[O:30]CC, predict the reaction product. The product is: [CH3:1][O:2][C:3]1[CH:8]=[CH:7][CH:6]=[CH:5][C:4]=1[CH:9]1[CH2:14][CH2:13][CH2:12][CH2:11][CH:10]1[CH2:15][CH:16]=[O:30]. (5) Given the reactants [CH3:1][O:2][C:3]([C:5]1[CH2:6][C:7](=[O:19])[C:8]2[C:13]3[C:14]=1[CH:15]=[N:16][CH:17]=[CH:18][C:12]=3[CH:11]=[CH:10][CH:9]=2)=[O:4], predict the reaction product. The product is: [CH3:1][O:2][C:3]([CH:5]1[C:14]2[CH2:15][N:16]=[CH:17][CH:18]=[C:12]3[C:13]=2[C:8](=[CH:9][CH:10]=[CH:11]3)[C:7](=[O:19])[CH2:6]1)=[O:4]. (6) Given the reactants [CH3:1][C:2]1[CH:7]=[C:6]([C:8]2[C:12]3[CH:13]=[C:14]4[C:19](=[CH:20][C:11]=3[N:10]([C:30]([C:43]3[CH:48]=[CH:47][CH:46]=[CH:45][CH:44]=3)([C:37]3[CH:42]=[CH:41][CH:40]=[CH:39][CH:38]=3)[C:31]3[CH:36]=[CH:35][CH:34]=[CH:33][CH:32]=3)[N:9]=2)[NH:18][C:17](=[O:21])[C:16]([C:22]([C:24]2[CH:29]=[CH:28][CH:27]=[CH:26][CH:25]=2)=[CH2:23])=[CH:15]4)[CH:5]=[CH:4][N:3]=1.[OH2:49].[OH-].[Na+].OO, predict the reaction product. The product is: [OH:49][CH2:23][CH:22]([C:16]1[C:17](=[O:21])[NH:18][C:19]2[C:14]([CH:15]=1)=[CH:13][C:12]1[C:8]([C:6]3[CH:5]=[CH:4][N:3]=[C:2]([CH3:1])[CH:7]=3)=[N:9][N:10]([C:30]([C:37]3[CH:38]=[CH:39][CH:40]=[CH:41][CH:42]=3)([C:43]3[CH:48]=[CH:47][CH:46]=[CH:45][CH:44]=3)[C:31]3[CH:32]=[CH:33][CH:34]=[CH:35][CH:36]=3)[C:11]=1[CH:20]=2)[C:24]1[CH:29]=[CH:28][CH:27]=[CH:26][CH:25]=1. (7) Given the reactants Br[C:2]1[CH:3]=[C:4]([C:8]2[N:13]=[C:12]([C:14]3[CH:19]=[CH:18][C:17]([Cl:20])=[CH:16][CH:15]=3)[CH:11]=[C:10]([C:21]([F:24])([F:23])[F:22])[N:9]=2)[CH:5]=[CH:6][CH:7]=1.[N:25]1[CH:30]=[CH:29][CH:28]=[C:27](B(O)O)[CH:26]=1, predict the reaction product. The product is: [Cl:20][C:17]1[CH:18]=[CH:19][C:14]([C:12]2[CH:11]=[C:10]([C:21]([F:24])([F:23])[F:22])[N:9]=[C:8]([C:4]3[CH:5]=[CH:6][CH:7]=[C:2]([C:27]4[CH:26]=[N:25][CH:30]=[CH:29][CH:28]=4)[CH:3]=3)[N:13]=2)=[CH:15][CH:16]=1. (8) The product is: [Cl:34][C:32]1[CH:31]=[CH:30][C:27]2[S:28][CH:29]=[C:25]([CH2:24][N:1]3[C:9]4[C:4](=[CH:5][CH:6]=[CH:7][CH:8]=4)[C:3]([CH2:10][C:11]#[N:12])=[CH:2]3)[C:26]=2[CH:33]=1. Given the reactants [NH:1]1[C:9]2[C:4](=[CH:5][CH:6]=[CH:7][CH:8]=2)[C:3]([CH2:10][C:11]#[N:12])=[CH:2]1.C[Si]([N-][Si](C)(C)C)(C)C.[Na+].Br[CH2:24][C:25]1[C:26]2[CH:33]=[C:32]([Cl:34])[CH:31]=[CH:30][C:27]=2[S:28][CH:29]=1, predict the reaction product. (9) Given the reactants FC(F)(F)S(O[C:7]1[CH:26]=[CH:25][C:10]2[S:11][C:12]([C:18]3[CH:23]=[CH:22][C:21]([F:24])=[CH:20][CH:19]=3)=[C:13]([C:14](=[O:17])[NH:15][CH3:16])[C:9]=2[CH:8]=1)(=O)=O.B([C:32]1[CH:33]=[C:34]([CH:38]=[CH:39][CH:40]=1)[C:35]([OH:37])=[O:36])(O)O.C(=O)([O-])[O-].[Cs+].[Cs+].O1CCOCC1, predict the reaction product. The product is: [F:24][C:21]1[CH:22]=[CH:23][C:18]([C:12]2[S:11][C:10]3[CH:25]=[CH:26][C:7]([C:32]4[CH:33]=[C:34]([CH:38]=[CH:39][CH:40]=4)[C:35]([OH:37])=[O:36])=[CH:8][C:9]=3[C:13]=2[C:14](=[O:17])[NH:15][CH3:16])=[CH:19][CH:20]=1. (10) The product is: [ClH:1].[CH3:2][C:3]1[CH:16]=[CH:15][C:14]2[C@@H:13]3[C@H:8]([CH2:9][CH2:10][C:11]4[CH:20]=[C:19]([O:21][CH3:22])[C:18]([O:23][CH3:24])=[CH:17][C:12]=43)[NH:7][CH2:6][C:5]=2[CH:4]=1. Given the reactants [ClH:1].[CH3:2][C:3]1[CH:16]=[CH:15][C:14]2[C@@H:13]3[C@H:8]([CH2:9][CH2:10][C:11]4[CH:20]=[C:19]([O:21][CH3:22])[C:18]([O:23][CH3:24])=[CH:17][C:12]=43)[N:7](CC3C=CC=CC=3)[CH2:6][C:5]=2[CH:4]=1, predict the reaction product.